Dataset: Forward reaction prediction with 1.9M reactions from USPTO patents (1976-2016). Task: Predict the product of the given reaction. (1) Given the reactants [CH2:1]([NH2:4])[CH2:2][NH2:3].[C:5]1(=[O:12])[O:11][CH2:10][CH2:9][CH2:8][CH2:7][CH2:6]1, predict the reaction product. The product is: [OH:11][CH2:10][CH2:9][CH2:8][CH2:7][CH2:6][C:5]([NH:3][CH2:2][CH2:1][NH:4][C:10]([CH2:9][CH2:8][CH2:7][CH2:6][CH2:5][OH:12])=[O:11])=[O:12]. (2) Given the reactants C[O:2][C:3]1[CH:4]=[CH:5][C:6]2[C:14]3[C:10](=[C:11]([C:15]([O:17][CH3:18])=[O:16])[NH:12][N:13]=3)[CH2:9][CH:8]([CH3:19])[C:7]=2[CH:20]=1.B(Br)(Br)Br, predict the reaction product. The product is: [OH:2][C:3]1[CH:4]=[CH:5][C:6]2[C:14]3[C:10](=[C:11]([C:15]([O:17][CH3:18])=[O:16])[NH:12][N:13]=3)[CH2:9][CH:8]([CH3:19])[C:7]=2[CH:20]=1. (3) Given the reactants [NH2:1][C:2]1[CH:10]=[C:9]([N+:11]([O-:13])=[O:12])[CH:8]=[CH:7][C:3]=1[C:4]([OH:6])=[O:5].S(=O)(=O)(O)O.[OH-].[Na+].[CH3:21]O, predict the reaction product. The product is: [NH2:1][C:2]1[CH:10]=[C:9]([N+:11]([O-:13])=[O:12])[CH:8]=[CH:7][C:3]=1[C:4]([O:6][CH3:21])=[O:5].